Dataset: Forward reaction prediction with 1.9M reactions from USPTO patents (1976-2016). Task: Predict the product of the given reaction. (1) Given the reactants [CH2:1]([N:8]1[CH2:12][C@@H:11]([CH2:13][NH:14][CH:15]([CH3:17])[CH3:16])[C@@H:10]([CH2:18][OH:19])[CH2:9]1)[C:2]1[CH:7]=[CH:6][CH:5]=[CH:4][CH:3]=1.[C:20]([O-:23])([OH:22])=O.[Na+].[CH3:25][C:26]([O:29][C:30](O[C:30]([O:29][C:26]([CH3:28])([CH3:27])[CH3:25])=[O:31])=[O:31])([CH3:28])[CH3:27], predict the reaction product. The product is: [C:26]([O:29][C:30](=[O:31])[O:19][CH2:18][C@@H:10]1[C@H:11]([CH2:13][N:14]([C:20]([O:23][C:2]([CH3:7])([CH3:3])[CH3:1])=[O:22])[CH:15]([CH3:16])[CH3:17])[CH2:12][N:8]([CH2:1][C:2]2[CH:3]=[CH:4][CH:5]=[CH:6][CH:7]=2)[CH2:9]1)([CH3:28])([CH3:27])[CH3:25]. (2) Given the reactants [N:1]([CH2:4][C:5]1[CH:6]=[CH:7][C:8]([O:11][CH2:12][C:13]2[CH:18]=[CH:17][CH:16]=[CH:15][CH:14]=2)=[N:9][CH:10]=1)=[N+:2]=[N-:3].[F:19][CH:20]([F:38])[C:21]1[C:26]([F:27])=[CH:25][N:24]=[C:23]([NH:28][C:29]2[CH:34]=[C:33]([CH3:35])[CH:32]=[C:31]([C:36]#[CH:37])[CH:30]=2)[N:22]=1.O=C1O[C@H]([C@H](CO)O)C([O-])=C1O.[Na+], predict the reaction product. The product is: [CH2:12]([O:11][C:8]1[N:9]=[CH:10][C:5]([CH2:4][N:1]2[CH:37]=[C:36]([C:31]3[CH:30]=[C:29]([NH:28][C:23]4[N:22]=[C:21]([CH:20]([F:19])[F:38])[C:26]([F:27])=[CH:25][N:24]=4)[CH:34]=[C:33]([CH3:35])[CH:32]=3)[N:3]=[N:2]2)=[CH:6][CH:7]=1)[C:13]1[CH:18]=[CH:17][CH:16]=[CH:15][CH:14]=1.